This data is from Reaction yield outcomes from USPTO patents with 853,638 reactions. The task is: Predict the reaction yield, written as a fraction of the theoretical maximum amount of product (1.0 means a 100% yield; for example, 0.34 means a 34% yield). (1) The reactants are [CH2:1]([C:4]1[CH:9]=[C:8]([O:10][CH2:11][C:12]2[CH:17]=[CH:16][CH:15]=[CH:14][CH:13]=2)[CH:7]=[CH:6][C:5]=1[OH:18])[CH:2]=[CH2:3].[H][H]. The catalyst is C(OCC)(=O)C.[Pd]. The product is [CH2:11]([O:10][C:8]1[CH:7]=[CH:6][C:5]([OH:18])=[C:4]([CH2:1][CH2:2][CH3:3])[CH:9]=1)[C:12]1[CH:13]=[CH:14][CH:15]=[CH:16][CH:17]=1. The yield is 0.560. (2) The reactants are Cl[C:2]1[CH:7]=[CH:6][CH:5]=[CH:4][CH:3]=1.[NH2:8][C:9]1[CH:14]=[CH:13][CH:12]=[CH:11][CH:10]=1.CC(C)([O-])C.[Na+]. The catalyst is C1(C)C=CC=CC=1.C1C=CC(/C=C/C(/C=C/C2C=CC=CC=2)=O)=CC=1.C1C=CC(/C=C/C(/C=C/C2C=CC=CC=2)=O)=CC=1.[Pd]. The product is [C:2]1([NH:8][C:9]2[CH:14]=[CH:13][CH:12]=[CH:11][CH:10]=2)[CH:7]=[CH:6][CH:5]=[CH:4][CH:3]=1. The yield is 0.860. (3) The reactants are [CH3:1][CH:2]1[CH2:4][CH:3]1[C:5](=O)[CH2:6][C:7]#[N:8].O.[NH2:11][NH2:12]. The catalyst is C(O)C. The product is [CH3:1][C@H:2]1[CH2:4][C@H:3]1[C:5]1[CH:6]=[C:7]([NH2:8])[NH:12][N:11]=1. The yield is 0.280. (4) The reactants are [Cl:1][C:2]1[CH:7]=[C:6]([Cl:8])[CH:5]=[CH:4][C:3]=1[C:9]1[N:10]([C:29]2[CH:34]=[CH:33][C:32]([OH:35])=[CH:31][CH:30]=2)[C:11]([CH3:28])=[C:12]([C:14]([NH:16][C:17]2[CH:22]=[CH:21][C:20]([O:23][C:24]([F:27])([F:26])[F:25])=[CH:19][CH:18]=2)=[O:15])[N:13]=1.[F:36][C:37]([F:45])([F:44])[CH2:38][CH2:39][S:40](Cl)(=[O:42])=[O:41]. The catalyst is C(Cl)Cl. The product is [F:36][C:37]([F:45])([F:44])[CH2:38][CH2:39][S:40]([O:35][C:32]1[CH:31]=[CH:30][C:29]([N:10]2[C:11]([CH3:28])=[C:12]([C:14]([NH:16][C:17]3[CH:22]=[CH:21][C:20]([O:23][C:24]([F:27])([F:26])[F:25])=[CH:19][CH:18]=3)=[O:15])[N:13]=[C:9]2[C:3]2[CH:4]=[CH:5][C:6]([Cl:8])=[CH:7][C:2]=2[Cl:1])=[CH:34][CH:33]=1)(=[O:42])=[O:41]. The yield is 0.430. (5) The reactants are [OH:1][C:2]1[CH:11]=[CH:10][CH:9]=[C:8]2[C:3]=1[CH:4]=[CH:5][C:6]([C:12]1[CH:17]=[CH:16][CH:15]=[CH:14][CH:13]=1)=[N:7]2.N1C=CC=CC=1.[F:24][C:25]([F:38])([F:37])[S:26](O[S:26]([C:25]([F:38])([F:37])[F:24])(=[O:28])=[O:27])(=[O:28])=[O:27].O. The catalyst is C(Cl)Cl. The product is [F:24][C:25]([F:38])([F:37])[S:26]([O:1][C:2]1[CH:11]=[CH:10][CH:9]=[C:8]2[C:3]=1[CH:4]=[CH:5][C:6]([C:12]1[CH:13]=[CH:14][CH:15]=[CH:16][CH:17]=1)=[N:7]2)(=[O:28])=[O:27]. The yield is 0.460. (6) The reactants are [CH:1]([C:4]1[CH:9]=[CH:8][C:7]([C:10]2[O:14][C:13](=[O:15])[N:12]([CH2:16][C:17]3[CH:26]=[CH:25][C:20]([C:21]([O:23]C)=[O:22])=[CH:19][CH:18]=3)[N:11]=2)=[CH:6][CH:5]=1)([CH3:3])[CH3:2].[I-].[Li+]. The catalyst is N1C=CC=CC=1.O. The product is [CH:1]([C:4]1[CH:5]=[CH:6][C:7]([C:10]2[O:14][C:13](=[O:15])[N:12]([CH2:16][C:17]3[CH:18]=[CH:19][C:20]([C:21]([OH:23])=[O:22])=[CH:25][CH:26]=3)[N:11]=2)=[CH:8][CH:9]=1)([CH3:3])[CH3:2]. The yield is 0.660. (7) The reactants are [C:1]([N:4]1[C:13]2[C:8](=[CH:9][C:10]([Br:14])=[CH:11][CH:12]=2)[CH:7]([NH:15]C=O)[CH2:6][CH:5]1[CH2:18][CH3:19])(=[O:3])[CH3:2].Cl.C([O-])(O)=O.[Na+]. The catalyst is C(O)C. The product is [C:1]([N:4]1[C:13]2[C:8](=[CH:9][C:10]([Br:14])=[CH:11][CH:12]=2)[C@H:7]([NH2:15])[CH2:6][C@@H:5]1[CH2:18][CH3:19])(=[O:3])[CH3:2]. The yield is 0.830. (8) The reactants are [CH3:1][O:2][C:3]1[CH:4]=[C:5]2[C:9](=[CH:10][CH:11]=1)[NH:8][CH2:7][CH2:6]2.C(N(CC)C(C)C)(C)C.[C:21](Cl)(=[O:28])[C:22]1[CH:27]=[CH:26][CH:25]=[CH:24][CH:23]=1. The catalyst is ClCCl.C(OCC)(=O)C. The yield is 0.650. The product is [CH3:1][O:2][C:3]1[CH:4]=[C:5]2[C:9](=[CH:10][CH:11]=1)[N:8]([C:21](=[O:28])[C:22]1[CH:27]=[CH:26][CH:25]=[CH:24][CH:23]=1)[CH2:7][CH2:6]2. (9) No catalyst specified. The product is [CH3:20][NH:19][C:15]1[N:14]=[C:13]([CH:12]=[O:11])[CH:18]=[CH:17][N:16]=1. The reactants are NC1N=C(C=O)C=CN=1.C[O:11][CH:12](OC)[C:13]1[CH:18]=[CH:17][N:16]=[C:15]([NH:19][CH3:20])[N:14]=1. The yield is 0.300. (10) The reactants are [C:1]1([S:7]([N:10]2[C:18]3[C:13](=[CH:14][C:15]([C:19]([N:21]4[CH2:27][C:26]5([CH3:29])[CH2:28][CH:22]4[CH2:23][C:24]([CH3:31])([CH3:30])[CH2:25]5)=[O:20])=[CH:16][CH:17]=3)[CH:12]=[CH:11]2)(=[O:9])=[O:8])[CH:6]=[CH:5][CH:4]=[CH:3][CH:2]=1.[CH:32]([N-]C(C)C)(C)C.[Li+].CI. The catalyst is C1COCC1. The product is [C:1]1([S:7]([N:10]2[C:18]3[C:13](=[CH:14][C:15]([C:19]([N:21]4[CH2:27][C:26]5([CH3:29])[CH2:28][CH:22]4[CH2:23][C:24]([CH3:31])([CH3:30])[CH2:25]5)=[O:20])=[CH:16][CH:17]=3)[CH:12]=[C:11]2[CH3:32])(=[O:8])=[O:9])[CH:2]=[CH:3][CH:4]=[CH:5][CH:6]=1. The yield is 0.110.